Dataset: Reaction yield outcomes from USPTO patents with 853,638 reactions. Task: Predict the reaction yield, written as a fraction of the theoretical maximum amount of product (1.0 means a 100% yield; for example, 0.34 means a 34% yield). (1) The reactants are [CH3:1][C:2]1[CH:7]=[CH:6][CH:5]=[CH:4][C:3]=1[SH:8].[OH-].[K+].Br[C:12]([CH3:21])([CH3:20])[C:13]([O:15][C:16]([CH3:19])([CH3:18])[CH3:17])=[O:14]. The catalyst is C(O)C. The product is [CH3:20][C:12]([S:8][C:3]1[CH:4]=[CH:5][CH:6]=[CH:7][C:2]=1[CH3:1])([CH3:21])[C:13]([O:15][C:16]([CH3:19])([CH3:18])[CH3:17])=[O:14]. The yield is 0.740. (2) The reactants are C[O:2][C:3]([C:5]1[S:6][CH:7]=[CH:8][C:9]=1[NH:10][S:11]([C:14]1[CH:19]=[CH:18][CH:17]=[CH:16][CH:15]=1)(=[O:13])=[O:12])=[O:4].[OH-].[Na+]. The catalyst is C(#N)C. The product is [C:14]1([S:11]([NH:10][C:9]2[CH:8]=[CH:7][S:6][C:5]=2[C:3]([OH:4])=[O:2])(=[O:13])=[O:12])[CH:15]=[CH:16][CH:17]=[CH:18][CH:19]=1. The yield is 0.950. (3) The reactants are [F:1][C:2]1[CH:7]=[CH:6][C:5]([CH2:8][C:9](=[O:12])[CH2:10][CH3:11])=[CH:4][C:3]=1[N+:13]([O-])=O. The catalyst is CCOC(C)=O.[Pd]. The product is [NH2:13][C:3]1[CH:4]=[C:5]([CH2:8][C:9](=[O:12])[CH2:10][CH3:11])[CH:6]=[CH:7][C:2]=1[F:1]. The yield is 0.750. (4) The reactants are [CH3:1][C:2]1[CH:13]=[CH:12][C:5]([CH2:6][N:7]2[CH:11]=[N:10][CH:9]=[N:8]2)=[CH:4][CH:3]=1.[CH:14](=[O:18])[CH:15]([CH3:17])[CH3:16]. No catalyst specified. The product is [CH3:16][CH:15]([CH3:17])[CH:14]([C:11]1[N:7]([CH2:6][C:5]2[CH:4]=[CH:3][C:2]([CH3:1])=[CH:13][CH:12]=2)[N:8]=[CH:9][N:10]=1)[OH:18]. The yield is 0.660. (5) The reactants are [NH:1]1[C:5]2[CH:6]=[CH:7][S:8][C:4]=2[CH:3]=[N:2]1.[I:9]I.[OH-].[K+].S(=O)(O)[O-].[Na+]. The catalyst is CN(C)C=O.O. The product is [I:9][C:3]1[C:4]2[S:8][CH:7]=[CH:6][C:5]=2[NH:1][N:2]=1. The yield is 0.600. (6) The reactants are [CH3:1][O:2][C:3](=[O:22])[CH:4]([NH:14][C:15]([O:17][C:18]([CH3:21])([CH3:20])[CH3:19])=[O:16])[CH2:5][S:6][C:7]1[CH:12]=[CH:11][C:10](Br)=[CH:9][CH:8]=1.[CH:23]1[C:31]2[C:30]3[CH:32]=[CH:33][CH:34]=[CH:35][C:29]=3[O:28][C:27]=2[C:26]([C:36]2[CH:41]=[CH:40][C:39](B(O)O)=[CH:38][CH:37]=2)=[CH:25][CH:24]=1.C([O-])([O-])=O.[K+].[K+]. The catalyst is C1(C)C=CC=CC=1.C(O)C.C(OCC)(=O)C.C1C=CC([P]([Pd]([P](C2C=CC=CC=2)(C2C=CC=CC=2)C2C=CC=CC=2)([P](C2C=CC=CC=2)(C2C=CC=CC=2)C2C=CC=CC=2)[P](C2C=CC=CC=2)(C2C=CC=CC=2)C2C=CC=CC=2)(C2C=CC=CC=2)C2C=CC=CC=2)=CC=1. The product is [CH3:1][O:2][C:3](=[O:22])[CH:4]([NH:14][C:15]([O:17][C:18]([CH3:21])([CH3:20])[CH3:19])=[O:16])[CH2:5][S:6][C:7]1[CH:12]=[CH:11][C:10]([C:39]2[CH:40]=[CH:41][C:36]([C:26]3[C:27]4[O:28][C:29]5[CH:35]=[CH:34][CH:33]=[CH:32][C:30]=5[C:31]=4[CH:23]=[CH:24][CH:25]=3)=[CH:37][CH:38]=2)=[CH:9][CH:8]=1. The yield is 0.720. (7) The reactants are ONC(=O)C1C=CC=CC=1C#CC1C=CC=CC=1.[N+:19]([C:22]1[CH:27]=[C:26]([C:28]2[S:29][CH:30]=[CH:31][CH:32]=2)[CH:25]=[CH:24][C:23]=1[NH:33][C:34](=[O:40])[O:35][C:36]([CH3:39])([CH3:38])[CH3:37])([O-])=O. No catalyst specified. The product is [NH2:19][C:22]1[CH:27]=[C:26]([C:28]2[S:29][CH:30]=[CH:31][CH:32]=2)[CH:25]=[CH:24][C:23]=1[NH:33][C:34](=[O:40])[O:35][C:36]([CH3:38])([CH3:37])[CH3:39]. The yield is 0.920.